This data is from Reaction yield outcomes from USPTO patents with 853,638 reactions. The task is: Predict the reaction yield, written as a fraction of the theoretical maximum amount of product (1.0 means a 100% yield; for example, 0.34 means a 34% yield). (1) The reactants are [Si]([C:5]1[S:6][CH:7]=[CH:8][N:9]=1)(C)(C)C.C([Li])CCC.[CH2:15]1[O:25][C:18]2([CH2:23][CH2:22][C:21](=[O:24])[CH2:20][CH2:19]2)[O:17][CH2:16]1.O. The catalyst is C1COCC1.CCOC(C)=O. The product is [S:6]1[C:7]([C:21]2([OH:24])[CH2:22][CH2:23][C:18]3([O:25][CH2:15][CH2:16][O:17]3)[CH2:19][CH2:20]2)=[CH:8][N:9]=[CH:5]1. The yield is 0.900. (2) The reactants are [C:1]([C:3]1[CH:8]=[CH:7][N+:6]([O-])=[C:5]([C:10]2[CH:11]=[N:12][N:13]([CH2:15][CH3:16])[CH:14]=2)[C:4]=1[C:17]([O:19][CH3:20])=[O:18])#[N:2].O=P(Cl)(Cl)[Cl:23]. No catalyst specified. The product is [Cl:23][C:7]1[CH:8]=[C:3]([C:1]#[N:2])[C:4]([C:17]([O:19][CH3:20])=[O:18])=[C:5]([C:10]2[CH:11]=[N:12][N:13]([CH2:15][CH3:16])[CH:14]=2)[N:6]=1. The yield is 0.900. (3) The reactants are [C:1]([O:8][C@H:9]1[CH2:13][C@@H:12]([O:14][Si:15]([C:18]([CH3:21])([CH3:20])[CH3:19])([CH3:17])[CH3:16])[C@H:11](/[CH:22]=[CH:23]/[C@@H:24]([O:37][Si:38]([CH2:43][CH3:44])([CH2:41][CH3:42])[CH2:39][CH3:40])[CH2:25][O:26][C:27]2[CH:32]=[CH:31][CH:30]=[C:29]([C:33]([F:36])([F:35])[F:34])[CH:28]=2)[C@H:10]1[CH2:45][CH:46]=C)(=[O:7])[CH2:2][CH2:3][CH2:4][CH:5]=C. The catalyst is ClCCl.Cl[Ru](=CC1C=CC=CC=1)([P](C1CCCCC1)(C1CCCCC1)C1CCCCC1)([P](C1CCCCC1)(C1CCCCC1)C1CCCCC1)Cl. The product is [Si:15]([O:14][C@@H:12]1[CH2:13][C@@H:9]2[O:8][C:1](=[O:7])[CH2:2][CH2:3][CH2:4][CH:5]=[CH:46][CH2:45][C@@H:10]2[C@H:11]1/[CH:22]=[CH:23]/[C@@H:24]([O:37][Si:38]([CH2:41][CH3:42])([CH2:39][CH3:40])[CH2:43][CH3:44])[CH2:25][O:26][C:27]1[CH:32]=[CH:31][CH:30]=[C:29]([C:33]([F:35])([F:36])[F:34])[CH:28]=1)([C:18]([CH3:19])([CH3:20])[CH3:21])([CH3:16])[CH3:17]. The yield is 0.160. (4) The reactants are [F:1][C:2]1[CH:3]=[C:4]([CH:6]=[CH:7][C:8]=1[O:9][C:10]1[C:19]2[C:14](=[CH:15][C:16]([O:22][CH2:23][CH2:24][CH2:25][N:26]3[CH2:31][CH2:30][O:29][CH2:28][CH2:27]3)=[C:17]([O:20][CH3:21])[CH:18]=2)[N:13]=[CH:12][CH:11]=1)[NH2:5].C(N(CC)CC)C.ClC(Cl)(O[C:43](=[O:49])OC(Cl)(Cl)Cl)Cl.[F:51][C:52]1[CH:53]=[C:54]([CH:59]([NH2:61])[CH3:60])[CH:55]=[CH:56][C:57]=1[F:58]. The catalyst is C(Cl)(Cl)Cl. The product is [F:51][C:52]1[CH:53]=[C:54]([CH:59]([NH:61][C:43]([NH:5][C:4]2[CH:6]=[CH:7][C:8]([O:9][C:10]3[C:19]4[C:14](=[CH:15][C:16]([O:22][CH2:23][CH2:24][CH2:25][N:26]5[CH2:31][CH2:30][O:29][CH2:28][CH2:27]5)=[C:17]([O:20][CH3:21])[CH:18]=4)[N:13]=[CH:12][CH:11]=3)=[C:2]([F:1])[CH:3]=2)=[O:49])[CH3:60])[CH:55]=[CH:56][C:57]=1[F:58]. The yield is 0.290. (5) The reactants are [Cl:1][C:2]1[CH:7]=[CH:6][CH:5]=[CH:4][C:3]=1/[CH:8]=[CH:9]/[C:10]([OH:12])=O.C(N(CC)CC)C.C1C=CC(P([N:34]=[N+:35]=[N-:36])(C2C=CC=CC=2)=O)=CC=1. The catalyst is C1C=CC=CC=1. The product is [Cl:1][C:2]1[CH:7]=[CH:6][CH:5]=[CH:4][C:3]=1/[CH:8]=[CH:9]/[C:10]([N:34]=[N+:35]=[N-:36])=[O:12]. The yield is 0.950. (6) The reactants are [C:1]([NH:8][C@@H:9]([C:11]([OH:13])=O)[CH3:10])([O:3][C:4]([CH3:7])([CH3:6])[CH3:5])=[O:2].Cl.[NH:15]1[CH2:18][CH:17]([C:19]#[N:20])[CH2:16]1.C1C=CC2N(O)N=NC=2C=1.CN(C(ON1N=NC2C=CC=NC1=2)=[N+](C)C)C.F[P-](F)(F)(F)(F)F.C(N(CC)C(C)C)(C)C. The catalyst is CN(C=O)C. The product is [C:4]([O:3][C:1](=[O:2])[NH:8][C@H:9]([CH3:10])[C:11]([N:15]1[CH2:18][CH:17]([C:19]#[N:20])[CH2:16]1)=[O:13])([CH3:5])([CH3:6])[CH3:7]. The yield is 0.740. (7) The reactants are Br[C:2]1[CH:7]=[CH:6][C:5]([C:8]2[N:9]=[CH:10][C:11]([NH2:14])=[N:12][CH:13]=2)=[C:4]([F:15])[C:3]=1[O:16][CH3:17].[Br-].[CH:19]1([Zn+])[CH2:23][CH2:22][CH2:21][CH2:20]1. The catalyst is C([O-])(=O)C.[Pd+2].C([O-])(=O)C. The product is [CH:19]1([C:2]2[CH:7]=[CH:6][C:5]([C:8]3[N:9]=[CH:10][C:11]([NH2:14])=[N:12][CH:13]=3)=[C:4]([F:15])[C:3]=2[O:16][CH3:17])[CH2:23][CH2:22][CH2:21][CH2:20]1. The yield is 0.150. (8) The reactants are [OH:1][C@H:2]1[CH2:7][CH2:6][CH2:5][CH2:4][C@@H:3]1[NH:8][C:9](=[O:15])[O:10][C:11]([CH3:14])([CH3:13])[CH3:12].[N+:16]([C:19]1[CH:27]=[CH:26][C:22]([C:23](O)=[O:24])=[CH:21][CH:20]=1)([O-:18])=[O:17].C1(P(C2C=CC=CC=2)C2C=CC=CC=2)C=CC=CC=1.CCOC(/N=N/C(OCC)=O)=O. The catalyst is C1COCC1.C(OCC)(=O)C. The product is [N+:16]([C:19]1[CH:20]=[CH:21][C:22]([C:23]([O:1][C@@H:2]2[CH2:7][CH2:6][CH2:5][CH2:4][C@@H:3]2[NH:8][C:9]([O:10][C:11]([CH3:12])([CH3:14])[CH3:13])=[O:15])=[O:24])=[CH:26][CH:27]=1)([O-:18])=[O:17]. The yield is 0.890. (9) The reactants are Cl[C:2]1[N:7]=[C:6]([C:8]2[S:12][C:11]([C:13]([CH3:16])([CH3:15])[CH3:14])=[N:10][C:9]=2[C:17]2[CH:18]=[C:19]([NH:23][S:24]([C:27]3[CH:32]=[C:31]([F:33])[CH:30]=[CH:29][C:28]=3[F:34])(=[O:26])=[O:25])[CH:20]=[CH:21][CH:22]=2)[CH:5]=[CH:4][N:3]=1.[NH3:35].C(O)(C)C. No catalyst specified. The product is [NH2:35][C:2]1[N:7]=[C:6]([C:8]2[S:12][C:11]([C:13]([CH3:16])([CH3:15])[CH3:14])=[N:10][C:9]=2[C:17]2[CH:18]=[C:19]([NH:23][S:24]([C:27]3[CH:32]=[C:31]([F:33])[CH:30]=[CH:29][C:28]=3[F:34])(=[O:26])=[O:25])[CH:20]=[CH:21][CH:22]=2)[CH:5]=[CH:4][N:3]=1. The yield is 0.250.